Task: Predict the product of the given reaction.. Dataset: Forward reaction prediction with 1.9M reactions from USPTO patents (1976-2016) (1) Given the reactants [C:1]([O:5][C:6]([NH:8][C@:9]12[CH2:17][N:16]([C@@H](C3C=CC=CC=3)C)[CH2:15][C@@H:14]1[CH2:13][CH:12]=[CH:11][CH2:10]2)=[O:7])([CH3:4])([CH3:3])[CH3:2].[H][H], predict the reaction product. The product is: [C:1]([O:5][C:6]([NH:8][C@:9]12[CH2:17][NH:16][CH2:15][C@@H:14]1[CH2:13][CH2:12][CH2:11][CH2:10]2)=[O:7])([CH3:4])([CH3:2])[CH3:3]. (2) Given the reactants Cl[C:2]1[N:7]=[C:6]([N:8]2[CH2:13][CH2:12][O:11][CH2:10][CH2:9]2)[CH:5]=[C:4]([CH2:14][S:15]([C:18]2[CH:23]=[CH:22][CH:21]=[CH:20][CH:19]=2)(=[O:17])=[O:16])[N:3]=1.O.CC1(C)C(C)(C)OB([C:33]2[CH:38]=[CH:37][C:36]([NH2:39])=[CH:35][CH:34]=2)O1.C(=O)([O-])[O-].[Na+].[Na+], predict the reaction product. The product is: [N:8]1([C:6]2[CH:5]=[C:4]([CH2:14][S:15]([C:18]3[CH:23]=[CH:22][CH:21]=[CH:20][CH:19]=3)(=[O:17])=[O:16])[N:3]=[C:2]([C:33]3[CH:38]=[CH:37][C:36]([NH2:39])=[CH:35][CH:34]=3)[N:7]=2)[CH2:13][CH2:12][O:11][CH2:10][CH2:9]1. (3) Given the reactants [C:1]1([S:7]([C:10]2[CH:11]=[CH:12][C:13]([C:38]([F:41])([F:40])[F:39])=[C:14]([S:16]([NH:19][CH:20]3[CH2:25][CH2:24][N:23]([C:26](=O)[C:27]4[CH:32]=[CH:31][C:30]([C:33]([F:36])([F:35])[F:34])=[CH:29][CH:28]=4)[CH2:22][CH2:21]3)(=[O:18])=[O:17])[CH:15]=2)(=[O:9])=[O:8])[CH:6]=[CH:5][CH:4]=[CH:3][CH:2]=1.COC1C=CC(P2(SP(C3C=CC(OC)=CC=3)(=S)S2)=[S:51])=CC=1, predict the reaction product. The product is: [C:1]1([S:7]([C:10]2[CH:11]=[CH:12][C:13]([C:38]([F:41])([F:40])[F:39])=[C:14]([S:16]([NH:19][CH:20]3[CH2:25][CH2:24][N:23]([C:26]([C:27]4[CH:32]=[CH:31][C:30]([C:33]([F:36])([F:35])[F:34])=[CH:29][CH:28]=4)=[S:51])[CH2:22][CH2:21]3)(=[O:18])=[O:17])[CH:15]=2)(=[O:9])=[O:8])[CH:6]=[CH:5][CH:4]=[CH:3][CH:2]=1.